From a dataset of Catalyst prediction with 721,799 reactions and 888 catalyst types from USPTO. Predict which catalyst facilitates the given reaction. (1) Reactant: [Br:1][C:2]1[CH:7]=[CH:6][C:5]([CH3:8])=[CH:4][C:3]=1[NH2:9].C(N(CC)CC)C.[CH:17]1([C:20](Cl)=[O:21])[CH2:19][CH2:18]1. Product: [Br:1][C:2]1[CH:7]=[CH:6][C:5]([CH3:8])=[CH:4][C:3]=1[NH:9][C:20]([CH:17]1[CH2:19][CH2:18]1)=[O:21]. The catalyst class is: 22. (2) Product: [CH3:36][O:35][C:32]1[CH:33]=[CH:34][C:29]([C:28]([NH:27][C:22]2[CH:23]=[CH:24][C:25]([CH3:26])=[C:20]([NH:19][C:2]3[N:7]=[C:6]([CH:8]4[CH2:13][CH2:12][N:11]([CH3:14])[CH2:10][CH2:9]4)[N:5]=[C:4]4[N:15]([CH3:18])[N:16]=[CH:17][C:3]=34)[CH:21]=2)=[O:41])=[CH:30][C:31]=1[C:37]([F:38])([F:40])[F:39]. The catalyst class is: 107. Reactant: Cl[C:2]1[N:7]=[C:6]([CH:8]2[CH2:13][CH2:12][N:11]([CH3:14])[CH2:10][CH2:9]2)[N:5]=[C:4]2[N:15]([CH3:18])[N:16]=[CH:17][C:3]=12.[NH2:19][C:20]1[CH:21]=[C:22]([NH:27][C:28](=[O:41])[C:29]2[CH:34]=[CH:33][C:32]([O:35][CH3:36])=[C:31]([C:37]([F:40])([F:39])[F:38])[CH:30]=2)[CH:23]=[CH:24][C:25]=1[CH3:26]. (3) Reactant: [C:1]([CH:5]1[CH2:10][CH2:9][CH:8]([N:11]([CH2:24][C:25]2[CH:34]=[CH:33][C:28]([C:29]([O:31][CH3:32])=[O:30])=[CH:27][CH:26]=2)[C:12]2[N:16]([CH3:17])[C:15]3[CH:18]=[CH:19][C:20]([O:22]C)=[CH:21][C:14]=3[N:13]=2)[CH2:7][CH2:6]1)([CH3:4])([CH3:3])[CH3:2].B(Br)(Br)Br.C([O-])(O)=O.[Na+]. Product: [C:1]([CH:5]1[CH2:6][CH2:7][CH:8]([N:11]([CH2:24][C:25]2[CH:26]=[CH:27][C:28]([C:29]([O:31][CH3:32])=[O:30])=[CH:33][CH:34]=2)[C:12]2[N:16]([CH3:17])[C:15]3[CH:18]=[CH:19][C:20]([OH:22])=[CH:21][C:14]=3[N:13]=2)[CH2:9][CH2:10]1)([CH3:4])([CH3:2])[CH3:3]. The catalyst class is: 2. (4) Reactant: [F:1][C:2]1[CH:7]=[CH:6][C:5]([NH:8][C:9](=[O:11])[CH3:10])=[CH:4][C:3]=1[CH3:12].[N+:13]([O-])([OH:15])=[O:14]. Product: [F:1][C:2]1[C:3]([CH3:12])=[CH:4][C:5]([NH:8][C:9](=[O:11])[CH3:10])=[C:6]([N+:13]([O-:15])=[O:14])[CH:7]=1. The catalyst class is: 6. (5) Reactant: [Cl:1][C:2]1[CH:11]=[CH:10][C:9]2[C:4](=[C:5]([N+:12]([O-])=O)[CH:6]=[CH:7][CH:8]=2)[N:3]=1.[NH4+].[Cl-].CCO. Product: [Cl:1][C:2]1[CH:11]=[CH:10][C:9]2[C:4](=[C:5]([NH2:12])[CH:6]=[CH:7][CH:8]=2)[N:3]=1. The catalyst class is: 150. (6) Reactant: I[C:2]1[S:6][C:5]([C:7]2[CH:8]=[C:9]3[C:13](=[CH:14][CH:15]=2)[C:12](=[O:16])[N:11]([CH3:17])[CH2:10]3)=[CH:4][CH:3]=1.CC1(C)C(C)(C)OB([C:26]2[CH:27]=[CH:28][C:29]([NH2:32])=[N:30][CH:31]=2)O1. Product: [NH2:32][C:29]1[N:30]=[CH:31][C:26]([C:2]2[S:6][C:5]([C:7]3[CH:8]=[C:9]4[C:13](=[CH:14][CH:15]=3)[C:12](=[O:16])[N:11]([CH3:17])[CH2:10]4)=[CH:4][CH:3]=2)=[CH:27][CH:28]=1. The catalyst class is: 100.